Predict the reaction yield, written as a fraction of the theoretical maximum amount of product (1.0 means a 100% yield; for example, 0.34 means a 34% yield). From a dataset of Reaction yield outcomes from USPTO patents with 853,638 reactions. (1) The reactants are [Cl:1][C:2]1[CH:3]=[C:4]([C:10]2([C:27]([F:30])([F:29])[F:28])[CH2:14][CH2:13][N:12]([C:15]3[N:20]=[C:19]([C:21]([F:24])([F:23])[F:22])[C:18]([CH2:25][NH2:26])=[CH:17][N:16]=3)[CH2:11]2)[CH:5]=[C:6]([Cl:9])[C:7]=1[Cl:8].C(N(CC)CC)C.[C:38](O)(=[O:41])[CH2:39][CH3:40]. The catalyst is ClCCl. The product is [Cl:1][C:2]1[CH:3]=[C:4]([C:10]2([C:27]([F:28])([F:29])[F:30])[CH2:14][CH2:13][N:12]([C:15]3[N:20]=[C:19]([C:21]([F:23])([F:24])[F:22])[C:18]([CH2:25][NH:26][C:38](=[O:41])[CH2:39][CH3:40])=[CH:17][N:16]=3)[CH2:11]2)[CH:5]=[C:6]([Cl:9])[C:7]=1[Cl:8]. The yield is 0.900. (2) The reactants are [CH3:1][O:2][C:3](=[O:15])[C:4]1[CH:9]=[CH:8][CH:7]=[C:6]([C:10]([F:13])([F:12])[F:11])[C:5]=1[CH3:14].[Br:16]N1C(=O)CCC1=O.C(OCC)(=O)C.CCCCCC. The catalyst is C1C=CC=CC=1.C(OOC(=O)C1C=CC=CC=1)(=O)C1C=CC=CC=1. The product is [CH3:1][O:2][C:3](=[O:15])[C:4]1[CH:9]=[CH:8][CH:7]=[C:6]([C:10]([F:12])([F:11])[F:13])[C:5]=1[CH2:14][Br:16]. The yield is 0.810. (3) The reactants are [C:1]([O:5][C:6]([N:8]1[C@@H:12]([CH2:13][NH:14][CH2:15][C:16]2[CH:21]=[CH:20][CH:19]=[CH:18][CH:17]=2)[CH2:11][O:10][C:9]1([CH3:23])[CH3:22])=[O:7])([CH3:4])([CH3:3])[CH3:2].[CH:24](=O)[CH3:25].[BH3-]C#N.[Na+]. The catalyst is CO.[Cl-].[Cl-].[Zn+2]. The product is [C:1]([O:5][C:6]([N:8]1[C@@H:12]([CH2:13][N:14]([CH2:15][C:16]2[CH:17]=[CH:18][CH:19]=[CH:20][CH:21]=2)[CH2:24][CH3:25])[CH2:11][O:10][C:9]1([CH3:23])[CH3:22])=[O:7])([CH3:4])([CH3:2])[CH3:3]. The yield is 0.180. (4) The reactants are COC[O:4][C:5]1[CH:6]=[CH:7][C:8]([O:16][CH2:17][CH:18]2[CH2:20][O:19]2)=[C:9]([CH:15]=1)[C:10]([O:12][CH2:13][CH3:14])=[O:11].[C:21]1([C:27]2[C:35]3[C:34]([N:36]4[CH2:41][CH2:40][CH:39]([NH2:42])[CH2:38][CH2:37]4)=[N:33][CH:32]=[N:31][C:30]=3[S:29][CH:28]=2)[CH:26]=[CH:25][CH:24]=[CH:23][CH:22]=1. No catalyst specified. The product is [OH:4][C:5]1[CH:6]=[CH:7][C:8]([O:16][CH2:17][CH:18]([OH:19])[CH2:20][NH:42][CH:39]2[CH2:40][CH2:41][N:36]([C:34]3[C:35]4[C:27]([C:21]5[CH:26]=[CH:25][CH:24]=[CH:23][CH:22]=5)=[CH:28][S:29][C:30]=4[N:31]=[CH:32][N:33]=3)[CH2:37][CH2:38]2)=[C:9]([CH:15]=1)[C:10]([O:12][CH2:13][CH3:14])=[O:11]. The yield is 0.480. (5) The reactants are [CH2:1]([O:3][C:4]([C:6]1[CH2:7][CH2:8][N:9](CC2C=CC=CC=2)[CH2:10][C:11]=1[C:12]1[CH:17]=[CH:16][C:15]([F:18])=[C:14]([F:19])[CH:13]=1)=[O:5])[CH3:2]. The catalyst is C(O)C.[Pd]. The product is [CH2:1]([O:3][C:4]([CH:6]1[CH2:7][CH2:8][NH:9][CH2:10][CH:11]1[C:12]1[CH:17]=[CH:16][C:15]([F:18])=[C:14]([F:19])[CH:13]=1)=[O:5])[CH3:2]. The yield is 0.870. (6) The reactants are [CH3:1]C1(C)CCCC(C)(C)N1.[CH3:11][O:12][C:13]1[CH:21]=[CH:20][C:19]([C:22]([F:25])([F:24])[F:23])=[CH:18][C:14]=1[C:15]([OH:17])=[O:16].CI. The catalyst is C1COCC1. The product is [CH3:11][O:12][C:13]1[C:14]([C:15]([OH:17])=[O:16])=[C:18]([CH3:1])[C:19]([C:22]([F:23])([F:24])[F:25])=[CH:20][CH:21]=1. The yield is 0.520. (7) The reactants are [CH3:1][C@H:2]([NH:6][C:7](=[O:13])[O:8][C:9]([CH3:12])([CH3:11])[CH3:10])[CH2:3][CH:4]=O.[CH:14]1([NH2:17])[CH2:16][CH2:15]1.C(O)(=O)C.C(O[BH-](OC(=O)C)OC(=O)C)(=O)C.[Na+]. The catalyst is ClC(Cl)C. The product is [CH:14]1([NH:17][CH2:4][CH2:3][C@@H:2]([NH:6][C:7](=[O:13])[O:8][C:9]([CH3:12])([CH3:11])[CH3:10])[CH3:1])[CH2:16][CH2:15]1. The yield is 0.630. (8) The reactants are [S:1]([N:11]1[C:15]2=[N:16][CH:17]=[C:18]([CH2:20][NH:21][C:22]([C@@H:24]3[CH2:29][CH2:28][CH2:27][N:26]([C:30]([O:32][C:33]([CH3:36])([CH3:35])[CH3:34])=[O:31])[CH2:25]3)=O)[N:19]=[C:14]2[CH:13]=[CH:12]1)([C:4]1[CH:10]=[CH:9][C:7]([CH3:8])=[CH:6][CH:5]=1)(=[O:3])=[O:2].COC1C=CC(P2(SP(C3C=CC(OC)=CC=3)(=S)S2)=[S:46])=CC=1. The catalyst is O1CCOCC1.CCOC(C)=O. The product is [S:1]([N:11]1[C:15]2=[N:16][CH:17]=[C:18]([CH2:20][NH:21][C:22]([C@@H:24]3[CH2:29][CH2:28][CH2:27][N:26]([C:30]([O:32][C:33]([CH3:36])([CH3:35])[CH3:34])=[O:31])[CH2:25]3)=[S:46])[N:19]=[C:14]2[CH:13]=[CH:12]1)([C:4]1[CH:10]=[CH:9][C:7]([CH3:8])=[CH:6][CH:5]=1)(=[O:3])=[O:2]. The yield is 0.740.